The task is: Predict the reactants needed to synthesize the given product.. This data is from Full USPTO retrosynthesis dataset with 1.9M reactions from patents (1976-2016). (1) Given the product [CH:11]1([S:16][CH2:18][C:19]2[CH:26]=[CH:25][C:22]([C:23]#[N:24])=[CH:21][CH:20]=2)[CH2:15][CH2:14][CH2:13][CH2:12]1, predict the reactants needed to synthesize it. The reactants are: C[Si]([N-][Si](C)(C)C)(C)C.[Na+].[CH:11]1([SH:16])[CH2:15][CH2:14][CH2:13][CH2:12]1.Br[CH2:18][C:19]1[CH:26]=[CH:25][C:22]([C:23]#[N:24])=[CH:21][CH:20]=1. (2) Given the product [Br:1][C:2]1[CH:23]=[CH:22][C:5]2[N:6]([CH2:20][CH3:21])[C:7]([CH2:9][C:10]3[C:11]([C:13]4[CH:18]=[CH:17][CH:16]=[C:15]([F:19])[CH:14]=4)=[N:35][N:25]([CH3:27])[CH:24]=3)=[N:8][C:4]=2[CH:3]=1.[Br:1][C:2]1[CH:23]=[CH:22][C:5]2[N:6]([CH2:20][CH3:21])[C:7]([CH2:9][C:10]3[CH:34]=[N:35][N:31]([CH3:33])[C:11]=3[C:13]3[CH:18]=[CH:17][CH:16]=[C:15]([F:19])[CH:14]=3)=[N:8][C:4]=2[CH:3]=1, predict the reactants needed to synthesize it. The reactants are: [Br:1][C:2]1[CH:23]=[CH:22][C:5]2[N:6]([CH2:20][CH3:21])[C:7]([CH2:9][CH2:10][C:11]([C:13]3[CH:18]=[CH:17][CH:16]=[C:15]([F:19])[CH:14]=3)=O)=[N:8][C:4]=2[CH:3]=1.[CH3:24][N:25]([CH:27]([N:31]([CH3:33])C)N(C)C)C.[CH3:34][NH:35]N. (3) Given the product [OH:25][C@H:22]1[C@@H:23]([OH:24])[C@H:19]([OH:20])[C@@H:16]([CH2:17][OH:18])[O:26][C@@H:21]1[C:5]1[CH:6]=[CH:7][C:12]([C:28]2[N:3]=[N:2][N:1]([CH2:4][C:5]3[CH:6]=[C:7]([CH:12]=[CH:13][CH:14]=3)[C:8]([O:10][CH3:11])=[O:9])[CH:27]=2)=[CH:13][CH:14]=1, predict the reactants needed to synthesize it. The reactants are: [N:1]([CH2:4][C:5]1[CH:6]=[C:7]([CH:12]=[CH:13][CH:14]=1)[C:8]([O:10][CH3:11])=[O:9])=[N+:2]=[N-:3].O[C@H:16]([C@@H:19]1[C:23]([O-:24])=[C:22]([OH:25])[C:21](=[O:26])[O:20]1)[CH2:17][OH:18].[CH3:27][CH2:28]O. (4) Given the product [Br:1][C:2]1[CH:3]=[C:4]2[C:8](=[CH:9][CH:10]=1)[NH:7][C:6]([C:20]([O:22][CH2:23][CH3:24])=[O:21])=[C:5]2[S:25]([N:29]1[CH2:33][CH2:32][CH2:31][CH2:30]1)(=[O:26])=[O:27], predict the reactants needed to synthesize it. The reactants are: [Br:1][C:2]1[CH:3]=[C:4]2[C:8](=[CH:9][CH:10]=1)[N:7](S(C1C=CC=CC=1)(=O)=O)[C:6]([C:20]([O:22][CH2:23][CH3:24])=[O:21])=[C:5]2[S:25](Cl)(=[O:27])=[O:26].[NH:29]1[CH2:33][CH2:32][CH2:31][CH2:30]1.CCN(C(C)C)C(C)C. (5) The reactants are: [Cl:1][C:2]1[C:7]2[N:8]=[C:9]([CH3:11])[S:10][C:6]=2[C:5](I)=[CH:4][N:3]=1.C([O:16][B:17](OC(C)C)[O:18]C(C)C)(C)C.C([Li])CCC.Cl. Given the product [Cl:1][C:2]1[C:7]2[N:8]=[C:9]([CH3:11])[S:10][C:6]=2[C:5]([B:17]([OH:18])[OH:16])=[CH:4][N:3]=1, predict the reactants needed to synthesize it. (6) The reactants are: [CH2:1]([O:8][C@H:9]1[C@H:22]([OH:23])[C@@H:21]([CH2:24][O:25][CH2:26][C:27]2[CH:32]=[CH:31][CH:30]=[CH:29][CH:28]=2)[O:20][C@@H:11]([O:12][CH2:13][C:14]2[CH:19]=[CH:18][CH:17]=[CH:16][CH:15]=2)[C@@H:10]1[N:33]1C(=O)C2=CC=CC=[C:35]2[C:34]1=[O:43])[C:2]1[CH:7]=[CH:6][CH:5]=[CH:4][CH:3]=1.C(N)CN.C1(C)C=CC=CC=1.CCOC(C)=O. Given the product [C:34]([NH:33][C@@H:10]1[C@@H:9]([O:8][CH2:1][C:2]2[CH:3]=[CH:4][CH:5]=[CH:6][CH:7]=2)[C@H:22]([OH:23])[C@@H:21]([CH2:24][O:25][CH2:26][C:27]2[CH:28]=[CH:29][CH:30]=[CH:31][CH:32]=2)[O:20][C@H:11]1[O:12][CH2:13][C:14]1[CH:15]=[CH:16][CH:17]=[CH:18][CH:19]=1)(=[O:43])[CH3:35], predict the reactants needed to synthesize it.